This data is from Full USPTO retrosynthesis dataset with 1.9M reactions from patents (1976-2016). The task is: Predict the reactants needed to synthesize the given product. (1) Given the product [Br:16][C:4]1[CH:5]=[C:6]([CH:9]=[O:10])[CH:7]=[N:8][C:3]=1[O:2][CH3:1], predict the reactants needed to synthesize it. The reactants are: [CH3:1][O:2][C:3]1[N:8]=[CH:7][C:6]([CH:9]=[O:10])=[CH:5][CH:4]=1.C([O-])(=O)C.[Na+].[Br:16]Br. (2) Given the product [I:1][C:2]1[C:7]([C:8]([NH:31][NH:30][CH2:29][C:28]2[CH:32]=[CH:33][C:25]([O:24][CH3:23])=[CH:26][CH:27]=2)=[O:10])=[C:6]([O:11][CH3:12])[N:5]=[CH:4][CH:3]=1, predict the reactants needed to synthesize it. The reactants are: [I:1][C:2]1[C:7]([C:8]([OH:10])=O)=[C:6]([O:11][CH3:12])[N:5]=[CH:4][CH:3]=1.CCN(C(C)C)C(C)C.Cl.[CH3:23][O:24][C:25]1[CH:33]=[CH:32][C:28]([CH2:29][NH:30][NH2:31])=[CH:27][CH:26]=1.CCN=C=NCCCN(C)C.Cl.C1C=CC2N(O)N=NC=2C=1. (3) Given the product [NH2:19][C:14]1[CH:15]=[CH:16][CH:17]=[CH:18][C:13]=1[O:12][C:5]1[CH:4]=[CH:3][C:2]([F:1])=[CH:11][C:6]=1[C:7]([O:9][CH3:10])=[O:8], predict the reactants needed to synthesize it. The reactants are: [F:1][C:2]1[CH:3]=[CH:4][C:5]([O:12][C:13]2[CH:18]=[CH:17][CH:16]=[CH:15][C:14]=2[N+:19]([O-])=O)=[C:6]([CH:11]=1)[C:7]([O:9][CH3:10])=[O:8]. (4) The reactants are: [NH2:1][C:2]1[CH:7]=[CH:6][C:5]([C:8]2[S:12][C:11]([CH:13]3[CH2:18][CH2:17][CH:16]([C:19]([O:21][CH3:22])=[O:20])[CH2:15][CH2:14]3)=[N:10][CH:9]=2)=[CH:4][CH:3]=1.[N:23]([C:26]1[CH:31]=[CH:30][CH:29]=[C:28]([C:32]([F:35])([F:34])[F:33])[CH:27]=1)=[C:24]=[O:25]. Given the product [F:33][C:32]([F:34])([F:35])[C:28]1[CH:27]=[C:26]([NH:23][C:24](=[O:25])[NH:1][C:2]2[CH:3]=[CH:4][C:5]([C:8]3[S:12][C:11]([CH:13]4[CH2:14][CH2:15][CH:16]([C:19]([O:21][CH3:22])=[O:20])[CH2:17][CH2:18]4)=[N:10][CH:9]=3)=[CH:6][CH:7]=2)[CH:31]=[CH:30][CH:29]=1, predict the reactants needed to synthesize it. (5) Given the product [N:43]1[CH:42]=[CH:41][C:40]([CH2:39][CH2:38][NH:37][S:34]([C:30]2[CH:29]=[C:28]([NH:27][C:12]([C:11]3[CH:10]=[N:9][N:8]4[C:3]([C:2]([F:26])([F:25])[F:1])=[CH:4][C:5]([C:15]5[CH:20]=[CH:19][C:18]([C:21]([F:24])([F:22])[F:23])=[CH:17][CH:16]=5)=[N:6][C:7]=34)=[O:13])[CH:33]=[CH:32][CH:31]=2)(=[O:36])=[O:35])=[CH:45][CH:44]=1, predict the reactants needed to synthesize it. The reactants are: [F:1][C:2]([F:26])([F:25])[C:3]1[N:8]2[N:9]=[CH:10][C:11]([C:12](O)=[O:13])=[C:7]2[N:6]=[C:5]([C:15]2[CH:20]=[CH:19][C:18]([C:21]([F:24])([F:23])[F:22])=[CH:17][CH:16]=2)[CH:4]=1.[NH2:27][C:28]1[CH:29]=[C:30]([S:34]([NH:37][CH2:38][CH2:39][C:40]2[CH:45]=[CH:44][N:43]=[CH:42][CH:41]=2)(=[O:36])=[O:35])[CH:31]=[CH:32][CH:33]=1.